Dataset: Reaction yield outcomes from USPTO patents with 853,638 reactions. Task: Predict the reaction yield, written as a fraction of the theoretical maximum amount of product (1.0 means a 100% yield; for example, 0.34 means a 34% yield). (1) The reactants are [Cl:1][C:2]1[CH:7]=[CH:6][CH:5]=[C:4]([Cl:8])[C:3]=1[C:9]1[C:13]([CH2:14][O:15][C:16]2[N:21]=[C:20]([CH3:22])[C:19]([NH2:23])=[CH:18][CH:17]=2)=[C:12]([CH:24]([CH3:26])[CH3:25])[O:11][N:10]=1.C(N(CC)CC)C.[CH3:34][O:35][C:36](=[O:46])[C:37]1[CH:42]=[CH:41][C:40]([C:43](Cl)=[O:44])=[CH:39][CH:38]=1. The catalyst is C(Cl)Cl. The product is [CH3:34][O:35][C:36](=[O:46])[C:37]1[CH:42]=[CH:41][C:40]([C:43]([NH:23][C:19]2[C:20]([CH3:22])=[N:21][C:16]([O:15][CH2:14][C:13]3[C:9]([C:3]4[C:4]([Cl:8])=[CH:5][CH:6]=[CH:7][C:2]=4[Cl:1])=[N:10][O:11][C:12]=3[CH:24]([CH3:26])[CH3:25])=[CH:17][CH:18]=2)=[O:44])=[CH:39][CH:38]=1. The yield is 0.650. (2) The reactants are [C:1]1(=[O:19])[N:5]([CH2:6][CH2:7][CH2:8][CH2:9][CH2:10][C:11]([OH:13])=[O:12])[C:4](=[O:14])[C:3]2=[CH:15][CH:16]=[CH:17][CH:18]=[C:2]12.[Br:20]Br.S(=O)(O)[O-].[Na+].C(=O)(O)[O-].[Na+]. The catalyst is O. The product is [Br:20][CH:10]([CH2:9][CH2:8][CH2:7][CH2:6][N:5]1[C:4](=[O:14])[C:3]2=[CH:15][CH:16]=[CH:17][CH:18]=[C:2]2[C:1]1=[O:19])[C:11]([OH:13])=[O:12]. The yield is 0.915. (3) The reactants are Br[C:2]1[CH:9]=[C:8]([N:10]2[C:18]3[CH2:17][C:16]([CH3:20])([CH3:19])[CH2:15][C:14](=[O:21])[C:13]=3[C:12]([CH3:22])=[CH:11]2)[CH:7]=[CH:6][C:3]=1[C:4]#[N:5].[CH3:23][O:24][CH2:25][CH2:26][NH2:27].CC(C)([O-:31])C.[Na+]. The catalyst is C1(C)C=CC=CC=1.CS(C)=O.C(O)C.[OH-].[Na+].OO.O.C([O-])(=O)C.[Pd+2].C([O-])(=O)C.C1(P(C2C=CC=CC=2)[C-]2C=CC=C2)C=CC=CC=1.[C-]1(P(C2C=CC=CC=2)C2C=CC=CC=2)C=CC=C1.[Fe+2]. The product is [CH3:23][O:24][CH2:25][CH2:26][NH:27][C:2]1[CH:9]=[C:8]([N:10]2[C:18]3[CH2:17][C:16]([CH3:20])([CH3:19])[CH2:15][C:14](=[O:21])[C:13]=3[C:12]([CH3:22])=[CH:11]2)[CH:7]=[CH:6][C:3]=1[C:4]([NH2:5])=[O:31]. The yield is 0.850. (4) The reactants are [C:1]([O:12][CH3:13])(=[O:11])[C:2]1[CH:10]=[CH:9][C:7]([OH:8])=[C:4]([O:5][CH3:6])[CH:3]=1.Br[CH2:15][CH3:16].C([O-])([O-])=O.[K+].[K+]. The catalyst is CN(C=O)C. The product is [CH2:15]([O:8][C:7]1[CH:9]=[CH:10][C:2]([C:1]([O:12][CH3:13])=[O:11])=[CH:3][C:4]=1[O:5][CH3:6])[CH3:16]. The yield is 0.970. (5) The reactants are [NH2:1][C:2]1[C:3]([OH:14])=[C:4]([S:8]([N:11]([CH3:13])[CH3:12])(=[O:10])=[O:9])[CH:5]=[CH:6][CH:7]=1.[CH2:15]([O:17][C:18]1[C:19](=O)[C:20](=[O:25])[C:21]=1[O:22]CC)C. The catalyst is CO. The product is [OH:14][C:3]1[C:2]([NH:1][C:19]2[C:20](=[O:25])[C:21](=[O:22])[C:18]=2[O:17][CH3:15])=[CH:7][CH:6]=[CH:5][C:4]=1[S:8]([N:11]([CH3:12])[CH3:13])(=[O:10])=[O:9]. The yield is 0.640. (6) The reactants are [C:1]([O:5][C:6]([O:8][C:9]1[CH:17]=[CH:16][C:15]([N:18]([CH2:23][CH:24]2[CH2:26][CH2:25]2)[S:19]([CH3:22])(=[O:21])=[O:20])=[CH:14][C:10]=1[C:11]([OH:13])=[O:12])=[O:7])([CH3:4])([CH3:3])[CH3:2].O[CH2:28][C:29]([O:31][CH2:32][C:33]1[CH:38]=[CH:37][CH:36]=[CH:35][CH:34]=1)=[O:30].C(Cl)CCl. The catalyst is CN(C1C=CN=CC=1)C.C(Cl)Cl. The product is [C:1]([O:5][C:6]([O:8][C:9]1[CH:17]=[CH:16][C:15]([N:18]([CH2:23][CH:24]2[CH2:25][CH2:26]2)[S:19]([CH3:22])(=[O:21])=[O:20])=[CH:14][C:10]=1[C:11]([O:13][CH2:28][C:29]([O:31][CH2:32][C:33]1[CH:38]=[CH:37][CH:36]=[CH:35][CH:34]=1)=[O:30])=[O:12])=[O:7])([CH3:4])([CH3:2])[CH3:3]. The yield is 0.693. (7) The reactants are [CH3:1][Mg]Br.[CH3:4][C:5]([C@@H:9]1[CH2:14][CH2:13][O:12][C:11]([CH3:16])([CH3:15])[O:10]1)([CH3:8])[CH:6]=[O:7]. The catalyst is C(OCC)C. The product is [CH3:8][C:5]([C@@H:9]1[CH2:14][CH2:13][O:12][C:11]([CH3:16])([CH3:15])[O:10]1)([CH:6]([OH:7])[CH3:1])[CH3:4]. The yield is 0.899.